Task: Predict the reactants needed to synthesize the given product.. Dataset: Full USPTO retrosynthesis dataset with 1.9M reactions from patents (1976-2016) (1) Given the product [CH3:1][C:2]1([CH3:12])[CH2:6][C:5]2[CH:7]=[CH:8][CH:9]=[C:10]([O:11][CH2:13][CH:15]3[CH2:16][O:17]3)[C:4]=2[O:3]1, predict the reactants needed to synthesize it. The reactants are: [CH3:1][C:2]1([CH3:12])[CH2:6][C:5]2[CH:7]=[CH:8][CH:9]=[C:10]([OH:11])[C:4]=2[O:3]1.[CH2:13]([CH:15]1[O:17][CH2:16]1)Cl. (2) Given the product [ClH:18].[N:2]1([CH2:8][CH2:9][CH2:10][O:11][C:12]2[CH:20]=[CH:19][C:15]([C:16]([N:29]3[CH2:28][CH2:27][C:26]4[C:31](=[CH:32][C:23]([C:21]#[N:22])=[CH:24][CH:25]=4)[CH2:30]3)=[O:17])=[CH:14][CH:13]=2)[CH2:7][CH2:6][CH2:5][CH2:4][CH2:3]1, predict the reactants needed to synthesize it. The reactants are: Cl.[N:2]1([CH2:8][CH2:9][CH2:10][O:11][C:12]2[CH:20]=[CH:19][C:15]([C:16]([Cl:18])=[O:17])=[CH:14][CH:13]=2)[CH2:7][CH2:6][CH2:5][CH2:4][CH2:3]1.[C:21]([C:23]1[CH:32]=[C:31]2[C:26]([CH2:27][CH2:28][NH:29][CH2:30]2)=[CH:25][CH:24]=1)#[N:22].CCN(CC1C=CC=CC=1)CC.C=CC1C=CC=CC=1.C=CC1C=CC(C=C)=CC=1. (3) Given the product [NH2:22][CH2:21][CH2:20][CH2:19][N:18]1[C:17]2[CH:23]=[CH:24][CH:25]=[CH:26][C:16]=2[N:15]=[C:14]1[CH2:13][N:2]([CH3:1])[CH:3]1[C:12]2[N:11]=[CH:10][CH:9]=[CH:8][C:7]=2[CH2:6][CH2:5][CH2:4]1, predict the reactants needed to synthesize it. The reactants are: [CH3:1][N:2]([CH2:13][C:14]1[N:18]([CH2:19][CH2:20][C:21]#[N:22])[C:17]2[CH:23]=[CH:24][CH:25]=[CH:26][C:16]=2[N:15]=1)[CH:3]1[C:12]2[N:11]=[CH:10][CH:9]=[CH:8][C:7]=2[CH2:6][CH2:5][CH2:4]1.NCC1C=CC(CN2C3C=CC=CC=3N=C2CN(C)C2C3N=CC=CC=3CCC2)=CC=1. (4) Given the product [NH2:1][C:2]1[C:9]([Cl:10])=[C:8]([N:11]2[CH2:16][CH2:15][C@@H:14]([NH:17][C:35](=[O:36])[O:34][CH3:33])[C@H:13]([O:18][Si:19]([C:22]([CH3:25])([CH3:24])[CH3:23])([CH3:20])[CH3:21])[CH2:12]2)[CH:7]=[C:4]([C:5]#[N:6])[CH:3]=1, predict the reactants needed to synthesize it. The reactants are: [NH2:1][C:2]1[CH:3]=[C:4]([CH:7]=[C:8]([N:11]2[CH2:16][CH2:15][C@@H:14]([NH2:17])[C@H:13]([O:18][Si:19]([C:22]([CH3:25])([CH3:24])[CH3:23])([CH3:21])[CH3:20])[CH2:12]2)[C:9]=1[Cl:10])[C:5]#[N:6].C(N(CC)CC)C.[CH3:33][O:34][C:35](O[C:35]([O:34][CH3:33])=[O:36])=[O:36].